Dataset: Reaction yield outcomes from USPTO patents with 853,638 reactions. Task: Predict the reaction yield, written as a fraction of the theoretical maximum amount of product (1.0 means a 100% yield; for example, 0.34 means a 34% yield). (1) The reactants are [CH3:1][CH:2]([NH2:4])[CH3:3].C[Al](C)C.[Si]([O:16][N:17]=[C:18]1[C:26]2[C:21](=[CH:22][C:23]([NH:27][C:28]3[C:36]4[C:31](=[CH:32][N:33]=[CH:34][CH:35]=4)[O:30][C:29]=3[C:37]([O:39]CC)=O)=[CH:24][CH:25]=2)[CH2:20][CH2:19]1)(C(C)(C)C)(C)C.C(=O)(O)[O-].[Na+].CCCC[N+](CCCC)(CCCC)CCCC.[F-]. The catalyst is C1(C)C=CC=CC=1. The product is [OH:16][N:17]=[C:18]1[C:26]2[C:21](=[CH:22][C:23]([NH:27][C:28]3[C:36]4[C:31](=[CH:32][N:33]=[CH:34][CH:35]=4)[O:30][C:29]=3[C:37]([NH:4][CH:2]([CH3:3])[CH3:1])=[O:39])=[CH:24][CH:25]=2)[CH2:20][CH2:19]1. The yield is 0.570. (2) The reactants are [F:1][C:2]1[CH:7]=[CH:6][C:5]([C:8]2[C:12]([C:13]3[CH:18]=[CH:17][N:16]=[C:15]([NH:19][CH3:20])[CH:14]=3)=[CH:11][N:10]([C:21]3[CH:22]=[CH:23][C:24]4[N:25]([CH:27]=[N:28][N:29]=4)[N:26]=3)[N:9]=2)=[CH:4][CH:3]=1.NC1C=C(C2C(C3C=CC(F)=CC=3)=NN(C3C=CC4N(C=NN=4)N=3)C=2)C=CN=1.[CH:58]1([C:61](Cl)=[O:62])[CH2:60][CH2:59]1. No catalyst specified. The product is [CH:58]1([C:61]([CH2:20][NH:19][C:15]2[CH:14]=[C:13]([C:12]3[C:8]([C:5]4[CH:4]=[CH:3][C:2]([F:1])=[CH:7][CH:6]=4)=[N:9][N:10]([C:21]4[CH:22]=[CH:23][C:24]5[N:25]([CH:27]=[N:28][N:29]=5)[N:26]=4)[CH:11]=3)[CH:18]=[CH:17][N:16]=2)=[O:62])[CH2:60][CH2:59]1. The yield is 0.800. (3) The reactants are [F:1][CH:2]([F:40])[C:3]1[N:7]2[C:8]3[CH:15]=[C:14]([C:16]4[CH:21]=[CH:20][CH:19]=[CH:18][CH:17]=4)[C:13]([C:22]4[CH:27]=[CH:26][C:25]([C:28]5([NH:32]C(=O)OC(C)(C)C)[CH2:31][CH2:30][CH2:29]5)=[CH:24][CH:23]=4)=[N:12][C:9]=3[O:10][CH2:11][C:6]2=[N:5][N:4]=1. The catalyst is C(O)(C(F)(F)F)=O. The product is [F:40][CH:2]([F:1])[C:3]1[N:7]2[C:8]3[CH:15]=[C:14]([C:16]4[CH:17]=[CH:18][CH:19]=[CH:20][CH:21]=4)[C:13]([C:22]4[CH:27]=[CH:26][C:25]([C:28]5([NH2:32])[CH2:31][CH2:30][CH2:29]5)=[CH:24][CH:23]=4)=[N:12][C:9]=3[O:10][CH2:11][C:6]2=[N:5][N:4]=1. The yield is 0.650. (4) The reactants are [C:1]([C:4]1[CH:12]=[CH:11][C:7]([C:8]([OH:10])=[O:9])=[CH:6][CH:5]=1)(=[O:3])[CH3:2].Cl.[CH3:14]O. No catalyst specified. The product is [C:1]([C:4]1[CH:12]=[CH:11][C:7]([C:8]([O:10][CH3:14])=[O:9])=[CH:6][CH:5]=1)(=[O:3])[CH3:2]. The yield is 0.740. (5) The reactants are [C:1]([O:4][C@H:5]1[CH2:22][CH2:21][C@@:20]2([CH3:23])[C@@H:7]([CH2:8][CH2:9][C@:10]3([CH3:36])[C@@H:19]2[CH2:18][CH2:17][C@H:16]2[C@@:11]3([CH3:35])[CH2:12][CH2:13][C@@:14]3([CH:31]([OH:34])[CH:32]=O)[CH2:26][C:25](=[O:27])[C:24]([CH:28]([CH3:30])[CH3:29])=[C:15]32)[C:6]1([CH3:38])[CH3:37])(=[O:3])[CH3:2].Cl.[Cl:40][C:41]1[CH:42]=[N:43][C:44]([C:47]2([NH2:50])[CH2:49][CH2:48]2)=[N:45][CH:46]=1.C([BH3-])#N.[Na+]. The catalyst is CO.ClCCCl.[Cl-].[Zn+2].[Cl-]. The product is [C:1]([O:4][C@H:5]1[CH2:22][CH2:21][C@@:20]2([CH3:23])[C@@H:7]([CH2:8][CH2:9][C@:10]3([CH3:36])[C@@H:19]2[CH2:18][CH2:17][C@H:16]2[C@@:11]3([CH3:35])[CH2:12][CH2:13][C@@:14]3([CH:31]([OH:34])[CH2:32][NH:50][C:47]4([C:44]5[N:43]=[CH:42][C:41]([Cl:40])=[CH:46][N:45]=5)[CH2:48][CH2:49]4)[CH2:26][C:25](=[O:27])[C:24]([CH:28]([CH3:29])[CH3:30])=[C:15]32)[C:6]1([CH3:37])[CH3:38])(=[O:3])[CH3:2]. The yield is 0.160. (6) The reactants are [Br:1][C:2]1[CH:7]=[CH:6][C:5]([C@H:8]2[CH2:13][CH2:12][CH2:11][NH:10][CH2:9]2)=[CH:4][CH:3]=1.Cl[C:15]1[N:20]([CH3:21])[C:19](=[O:22])[CH:18]=[C:17]([C:23]2[CH:28]=[CH:27][N:26]=[CH:25][C:24]=2[F:29])[N:16]=1.C(N(CC)CC)C. The catalyst is O1CCCC1. The product is [Br:1][C:2]1[CH:3]=[CH:4][C:5]([C@H:8]2[CH2:13][CH2:12][CH2:11][N:10]([C:15]3[N:20]([CH3:21])[C:19](=[O:22])[CH:18]=[C:17]([C:23]4[CH:28]=[CH:27][N:26]=[CH:25][C:24]=4[F:29])[N:16]=3)[CH2:9]2)=[CH:6][CH:7]=1. The yield is 0.620. (7) The reactants are [C@@H:1]1([NH2:8])[CH2:6][CH2:5][CH2:4][CH2:3][C@H:2]1[NH2:7].[CH2:9](O)[CH:10](O)[CH2:11][CH3:12]. The catalyst is C[C-]1C(C)=C(C)C(C)=C1C.C[C-]1C(C)=C(C)C(C)=C1C.[Cl-].[Cl-].[Cl-].[Cl-].[Ir+3].[Ir+3].C(=O)(O)[O-].[Na+]. The product is [CH2:10]([C@@H:11]1[CH2:12][NH:8][C@@H:1]2[C@H:2]([CH2:3][CH2:4][CH2:5][CH2:6]2)[NH:7]1)[CH3:9]. The yield is 0.690.